This data is from Peptide-MHC class I binding affinity with 185,985 pairs from IEDB/IMGT. The task is: Regression. Given a peptide amino acid sequence and an MHC pseudo amino acid sequence, predict their binding affinity value. This is MHC class I binding data. (1) The binding affinity (normalized) is 0.0847. The peptide sequence is LIMEFNSLL. The MHC is HLA-B18:01 with pseudo-sequence HLA-B18:01. (2) The peptide sequence is GQQRSTLERTSKASL. The MHC is HLA-B35:03 with pseudo-sequence HLA-B35:03. The binding affinity (normalized) is 0. (3) The binding affinity (normalized) is 0.0847. The MHC is HLA-A26:02 with pseudo-sequence HLA-A26:02. The peptide sequence is TTAEFTVPK.